This data is from Full USPTO retrosynthesis dataset with 1.9M reactions from patents (1976-2016). The task is: Predict the reactants needed to synthesize the given product. Given the product [Br:1][C:2]1[CH:7]=[CH:6][C:5]([C:8]([C:10]2[CH:15]=[CH:14][C:13]([OH:16])=[CH:12][C:11]=2[CH3:18])=[O:9])=[CH:4][CH:3]=1, predict the reactants needed to synthesize it. The reactants are: [Br:1][C:2]1[CH:7]=[CH:6][C:5]([C:8]([C:10]2[CH:15]=[CH:14][C:13]([O:16]C)=[CH:12][C:11]=2[CH3:18])=[O:9])=[CH:4][CH:3]=1.[Al+3].[Cl-].[Cl-].[Cl-].O.